From a dataset of TCR-epitope binding with 47,182 pairs between 192 epitopes and 23,139 TCRs. Binary Classification. Given a T-cell receptor sequence (or CDR3 region) and an epitope sequence, predict whether binding occurs between them. (1) The epitope is RTLNAWVKV. The TCR CDR3 sequence is CSALVKYKNTEAFF. Result: 0 (the TCR does not bind to the epitope). (2) The epitope is TPRVTGGGAM. The TCR CDR3 sequence is CASRQGAGGNQPQHF. Result: 1 (the TCR binds to the epitope). (3) The epitope is LEPLVDLPI. The TCR CDR3 sequence is CASTSYRQGLDYGYTF. Result: 1 (the TCR binds to the epitope). (4) The epitope is FLPRVFSAV. The TCR CDR3 sequence is CSASYEGINTAQYF. Result: 1 (the TCR binds to the epitope). (5) The epitope is TPGPGVRYPL. The TCR CDR3 sequence is CASSLSRQGTGELFF. Result: 1 (the TCR binds to the epitope). (6) The epitope is TLIGDCATV. The TCR CDR3 sequence is CASSYGSNEQFF. Result: 1 (the TCR binds to the epitope).